This data is from Forward reaction prediction with 1.9M reactions from USPTO patents (1976-2016). The task is: Predict the product of the given reaction. Given the reactants C[O:2][C:3](=[O:30])[CH2:4][O:5][C:6]1[CH:15]=[CH:14][C:13]([Cl:16])=[C:12]2[C:7]=1[C:8]([CH3:29])=[C:9]([CH2:18][C:19]1[CH:24]=[CH:23][C:22]([S:25]([CH3:28])(=[O:27])=[O:26])=[CH:21][CH:20]=1)[C:10]([CH3:17])=[N:11]2.CO.O.[OH-].[Li+], predict the reaction product. The product is: [Cl:16][C:13]1[CH:14]=[CH:15][C:6]([O:5][CH2:4][C:3]([OH:30])=[O:2])=[C:7]2[C:12]=1[N:11]=[C:10]([CH3:17])[C:9]([CH2:18][C:19]1[CH:20]=[CH:21][C:22]([S:25]([CH3:28])(=[O:26])=[O:27])=[CH:23][CH:24]=1)=[C:8]2[CH3:29].